From a dataset of Reaction yield outcomes from USPTO patents with 853,638 reactions. Predict the reaction yield, written as a fraction of the theoretical maximum amount of product (1.0 means a 100% yield; for example, 0.34 means a 34% yield). (1) The product is [F:14][C:9]1[C:8]([S:15][CH3:16])=[C:7]([B:19]([OH:20])[OH:18])[CH:12]=[C:11]([F:13])[CH:10]=1. The reactants are C([Mg]Cl)(C)C.Br[C:7]1[CH:12]=[C:11]([F:13])[CH:10]=[C:9]([F:14])[C:8]=1[S:15][CH3:16].C[O:18][B:19](OC)[O:20]C. The yield is 0.610. The catalyst is O1CCCC1. (2) The reactants are [OH:1][C:2]1[CH:3]=[C:4]([N:8]2[C:17](=[O:18])[C:16]3[C:11](=[CH:12][CH:13]=[CH:14][C:15]=3[CH3:19])[N:10]=[C:9]2[CH:20]([NH:22][C:23]2[N:31]=[CH:30][N:29]=[C:28]3[C:24]=2[N:25]=[CH:26][N:27]3[CH2:32][O:33][CH2:34][CH2:35][Si:36]([CH3:39])([CH3:38])[CH3:37])[CH3:21])[CH:5]=[CH:6][CH:7]=1.[C:40](=O)([O-])[O-].[K+].[K+].CI. The catalyst is CN(C=O)C. The product is [CH3:40][O:1][C:2]1[CH:3]=[C:4]([N:8]2[C:17](=[O:18])[C:16]3[C:11](=[CH:12][CH:13]=[CH:14][C:15]=3[CH3:19])[N:10]=[C:9]2[CH:20]([NH:22][C:23]2[N:31]=[CH:30][N:29]=[C:28]3[C:24]=2[N:25]=[CH:26][N:27]3[CH2:32][O:33][CH2:34][CH2:35][Si:36]([CH3:37])([CH3:39])[CH3:38])[CH3:21])[CH:5]=[CH:6][CH:7]=1. The yield is 0.820. (3) The reactants are C([Mg]Cl)(C)C.Br[C:7]1[S:11][CH:10]=[N:9][CH:8]=1.[CH3:12][C:13]1[CH:20]=[C:19]([CH3:21])[CH:18]=[CH:17][C:14]=1[C:15]#[N:16].[BH4-].[Na+].[NH4+].[Cl-]. The catalyst is C1COCC1.CO. The product is [CH3:12][C:13]1[CH:20]=[C:19]([CH3:21])[CH:18]=[CH:17][C:14]=1[CH:15]([C:7]1[S:11][CH:10]=[N:9][CH:8]=1)[NH2:16]. The yield is 0.0500. (4) The reactants are [Cl:1][C:2]1[CH:3]=[C:4]([CH2:14][N:15]2[C:19]([CH3:20])=[CH:18][C:17]([C:21](Cl)=[O:22])=[N:16]2)[C:5]2[O:9][C:8]([CH:10]([CH3:12])[CH3:11])=[CH:7][C:6]=2[CH:13]=1.C(N(CC)CC)C.[NH2:31][N:32]1[CH2:37][CH2:36][O:35][CH2:34][CH2:33]1. The catalyst is ClCCl. The product is [Cl:1][C:2]1[CH:3]=[C:4]([CH2:14][N:15]2[C:19]([CH3:20])=[CH:18][C:17]([C:21]([NH:31][N:32]3[CH2:37][CH2:36][O:35][CH2:34][CH2:33]3)=[O:22])=[N:16]2)[C:5]2[O:9][C:8]([CH:10]([CH3:12])[CH3:11])=[CH:7][C:6]=2[CH:13]=1. The yield is 0.660. (5) The reactants are [Cl:1][C:2]1[CH:3]=[CH:4][C:5]([C:20]([F:23])([F:22])[F:21])=[C:6]([CH:19]=1)[CH2:7][N:8]1[CH2:13][CH2:12][NH:11][C:10]2[N:14]=[CH:15][C:16](I)=[CH:17][C:9]1=2.[N:24]1([CH:29]2[CH2:34][CH2:33][N:32]([C:35]([C:37]3[CH:42]=[CH:41][C:40](B4OC(C)(C)C(C)(C)O4)=[CH:39][CH:38]=3)=[O:36])[CH2:31][CH2:30]2)[CH2:28][CH2:27][CH2:26][CH2:25]1. No catalyst specified. The product is [Cl:1][C:2]1[CH:3]=[CH:4][C:5]([C:20]([F:23])([F:22])[F:21])=[C:6]([CH:19]=1)[CH2:7][N:8]1[CH2:13][CH2:12][NH:11][C:10]2[N:14]=[CH:15][C:16]([C:40]3[CH:41]=[CH:42][C:37]([C:35]([N:32]4[CH2:31][CH2:30][CH:29]([N:24]5[CH2:25][CH2:26][CH2:27][CH2:28]5)[CH2:34][CH2:33]4)=[O:36])=[CH:38][CH:39]=3)=[CH:17][C:9]1=2. The yield is 0.190.